This data is from Forward reaction prediction with 1.9M reactions from USPTO patents (1976-2016). The task is: Predict the product of the given reaction. (1) Given the reactants C([N:8]1[CH2:13][CH2:12][CH:11](/[CH:14]=[CH:15]/[C:16]2[CH:21]=[CH:20][CH:19]=[CH:18][C:17]=2[O:22][CH2:23][CH:24]2[CH2:29][CH2:28][CH2:27][CH2:26][CH2:25]2)[CH2:10][CH2:9]1)C1C=CC=CC=1.Cl[C:31]([O:33][CH:34]=[CH2:35])=[O:32], predict the reaction product. The product is: [CH:34]([O:33][C:31]([N:8]1[CH2:13][CH2:12][CH:11](/[CH:14]=[CH:15]/[C:16]2[CH:21]=[CH:20][CH:19]=[CH:18][C:17]=2[O:22][CH2:23][CH:24]2[CH2:25][CH2:26][CH2:27][CH2:28][CH2:29]2)[CH2:10][CH2:9]1)=[O:32])=[CH2:35]. (2) Given the reactants C(=O)([O-])[O-].[K+].[K+].[Br:7][C:8]1[C:9](Cl)=[N:10][CH:11]=[C:12]([N+:15]([O-:17])=[O:16])[C:13]=1[CH3:14].O.[Cl:20][C:21]1[CH:26]=[CH:25][C:24]([OH:27])=[CH:23][C:22]=1[C:28]([F:31])([F:30])[F:29], predict the reaction product. The product is: [Br:7][C:8]1[C:9]([O:27][C:24]2[CH:25]=[CH:26][C:21]([Cl:20])=[C:22]([C:28]([F:31])([F:29])[F:30])[CH:23]=2)=[N:10][CH:11]=[C:12]([N+:15]([O-:17])=[O:16])[C:13]=1[CH3:14]. (3) Given the reactants [Br:1]N1C(=O)CCC1=O.[N:9]1([C:16]2[N:21]=[C:20]([CH:22]3[CH2:24][CH2:23]3)[N:19]=[C:18]([NH:25][CH:26]3[CH2:28][CH2:27]3)[CH:17]=2)[CH2:15][CH2:14][CH2:13][CH2:12][CH2:11][CH2:10]1, predict the reaction product. The product is: [N:9]1([C:16]2[N:21]=[C:20]([CH:22]3[CH2:24][CH2:23]3)[N:19]=[C:18]([NH:25][CH:26]3[CH2:28][CH2:27]3)[C:17]=2[Br:1])[CH2:15][CH2:14][CH2:13][CH2:12][CH2:11][CH2:10]1.